This data is from Catalyst prediction with 721,799 reactions and 888 catalyst types from USPTO. The task is: Predict which catalyst facilitates the given reaction. (1) Reactant: [OH:1][C:2]1[CH:7]=[CH:6][C:5]([CH2:8][NH:9][C:10](=[O:18])[C:11]2[CH:16]=[CH:15][CH:14]=[N:13][C:12]=2[NH2:17])=[CH:4][CH:3]=1.[CH3:19][O:20][C:21]1[CH:22]=[C:23]([CH:26]=[CH:27][CH:28]=1)[CH2:24]Cl.C(=O)([O-])[O-].[Cs+].[Cs+].CN(C=O)C. Product: [CH3:19][O:20][C:21]1[CH:22]=[C:23]([CH:26]=[CH:27][CH:28]=1)[CH2:24][O:1][C:2]1[CH:3]=[CH:4][C:5]([CH2:8][NH:9][C:10](=[O:18])[C:11]2[CH:16]=[CH:15][CH:14]=[N:13][C:12]=2[NH2:17])=[CH:6][CH:7]=1. The catalyst class is: 6. (2) Reactant: [Cl:1][C:2]1[C:3]([C:51]([F:54])([F:53])[F:52])=[CH:4][C:5]2[N:9]=[C:8]([CH2:10][CH2:11][CH:12]3[CH2:15][CH:14]([N:16]([CH2:18][C@@H:19]4[C@H:23]5[O:24]C(C)(C)[O:26][C@H:22]5[C@H:21]([N:29]5[C:33]6[N:34]=[CH:35][N:36]=[C:37]([NH:38]CC7C=CC(OC)=CC=7OC)[C:32]=6[CH:31]=[CH:30]5)[CH2:20]4)[CH3:17])[CH2:13]3)[NH:7][C:6]=2[CH:50]=1. The catalyst class is: 574. Product: [NH2:38][C:37]1[C:32]2[CH:31]=[CH:30][N:29]([C@@H:21]3[CH2:20][C@H:19]([CH2:18][N:16]([CH:14]4[CH2:13][CH:12]([CH2:11][CH2:10][C:8]5[NH:7][C:6]6[CH:50]=[C:2]([Cl:1])[C:3]([C:51]([F:53])([F:52])[F:54])=[CH:4][C:5]=6[N:9]=5)[CH2:15]4)[CH3:17])[C@@H:23]([OH:24])[C@H:22]3[OH:26])[C:33]=2[N:34]=[CH:35][N:36]=1. (3) Reactant: [Br:1][C:2]1[CH:3]=[C:4]2[C:8](=[C:9]([CH:11]([O:13][CH2:14][C:15]3([C:28]4[CH:33]=[CH:32][C:31]([F:34])=[CH:30][CH:29]=4)[CH2:20][CH2:19][N:18]([C:21]([O:23][C:24]([CH3:27])([CH3:26])[CH3:25])=[O:22])[CH2:17][CH2:16]3)[CH3:12])[CH:10]=1)[NH:7][N:6]=[CH:5]2.CN(C1CCCCC1)C1CCCCC1.Cl[CH2:50][O:51][CH2:52][CH2:53][Si:54]([CH3:57])([CH3:56])[CH3:55]. Product: [Br:1][C:2]1[CH:10]=[C:9]([CH:11]([O:13][CH2:14][C:15]2([C:28]3[CH:29]=[CH:30][C:31]([F:34])=[CH:32][CH:33]=3)[CH2:20][CH2:19][N:18]([C:21]([O:23][C:24]([CH3:26])([CH3:27])[CH3:25])=[O:22])[CH2:17][CH2:16]2)[CH3:12])[C:8]2[C:4](=[CH:5][N:6]([CH2:50][O:51][CH2:52][CH2:53][Si:54]([CH3:57])([CH3:56])[CH3:55])[N:7]=2)[CH:3]=1. The catalyst class is: 7. (4) Reactant: [CH3:1][O:2][C:3]1[C:4]([O:25][CH3:26])=[CH:5][C:6]2[C:7]3[N:8]([CH2:22][CH2:23][N:24]=3)[C:9](/[CH:13]=[C:14](/[C:16]3[CH:17]=[N:18][CH:19]=[CH:20][CH:21]=3)\[OH:15])=[N:10][C:11]=2[CH:12]=1.[ClH:27]. Product: [ClH:27].[CH3:1][O:2][C:3]1[C:4]([O:25][CH3:26])=[CH:5][C:6]2[C:7]3[N:8]([CH2:22][CH2:23][N:24]=3)[C:9](/[CH:13]=[C:14](/[C:16]3[CH:17]=[N:18][CH:19]=[CH:20][CH:21]=3)\[OH:15])=[N:10][C:11]=2[CH:12]=1. The catalyst class is: 12.